Dataset: Reaction yield outcomes from USPTO patents with 853,638 reactions. Task: Predict the reaction yield, written as a fraction of the theoretical maximum amount of product (1.0 means a 100% yield; for example, 0.34 means a 34% yield). (1) The reactants are [NH:1]1[C:9]2[C:4](=[CH:5][C:6]([CH:10]=O)=[CH:7][CH:8]=2)[CH:3]=[CH:2]1.[CH3:12][NH2:13].[BH4-].[Na+].O. The catalyst is CO. The product is [NH:1]1[C:9]2[C:4](=[CH:5][C:6]([CH2:10][NH:13][CH3:12])=[CH:7][CH:8]=2)[CH:3]=[CH:2]1. The yield is 0.910. (2) The reactants are [C:1]([C:3]1[CH:4]=[C:5]([C:13]2[N:23]=[CH:22][CH:21]=[CH:20][C:14]=2[C:15]([O:17][CH2:18][CH3:19])=[O:16])[CH:6]=[CH:7][C:8]=1OCOC)#[N:2].[ClH:24].[O:25]1CCOCC1. The catalyst is ClCCl. The product is [ClH:24].[C:1]([C:3]1[C:4]([OH:25])=[C:5]([C:13]2[N:23]=[CH:22][CH:21]=[CH:20][C:14]=2[C:15]([O:17][CH2:18][CH3:19])=[O:16])[CH:6]=[CH:7][CH:8]=1)#[N:2]. The yield is 0.970. (3) The reactants are [OH-].[Na+].[N:3]1[N:7]2[CH:8]=[CH:9][CH:10]=[CH:11][C:6]2=[C:5]([C:12]([O:14]CC)=[O:13])[CH:4]=1. The catalyst is C(O)C. The product is [N:3]1[N:7]2[CH:8]=[CH:9][CH:10]=[CH:11][C:6]2=[C:5]([C:12]([OH:14])=[O:13])[CH:4]=1. The yield is 0.770. (4) The reactants are C([N:8]1[CH2:12][C@@H:11]([C:13]2[CH:18]=[CH:17][C:16]([F:19])=[CH:15][CH:14]=2)[C@@H:10]([C:20]([O:22][CH3:23])=[O:21])[CH2:9]1)C1C=CC=CC=1.CC(N(C)C)=O.[CH3:42][C:41]([O:40][C:38](O[C:38]([O:40][C:41]([CH3:44])([CH3:43])[CH3:42])=[O:39])=[O:39])([CH3:44])[CH3:43].C(N(CC)CC)C. The catalyst is O.[C].[Pd]. The product is [F:19][C:16]1[CH:17]=[CH:18][C:13]([C@@H:11]2[CH2:12][N:8]([C:38]([O:40][C:41]([CH3:42])([CH3:43])[CH3:44])=[O:39])[CH2:9][C@@H:10]2[C:20]([O:22][CH3:23])=[O:21])=[CH:14][CH:15]=1. The yield is 0.890. (5) The reactants are Br[C:2]1[CH:7]=[CH:6][C:5]([Br:8])=[CH:4][N:3]=1.[CH3:9][N:10]([CH3:17])[CH:11]1[CH2:16][CH2:15][NH:14][CH2:13][CH2:12]1.CC(C)([O-])C.[Na+].N#N.[OH-].[Na+]. The catalyst is C1C=CC(/C=C/C(/C=C/C2C=CC=CC=2)=O)=CC=1.C1C=CC(/C=C/C(/C=C/C2C=CC=CC=2)=O)=CC=1.C1C=CC(/C=C/C(/C=C/C2C=CC=CC=2)=O)=CC=1.[Pd].[Pd].CC1(C)C2C=CC=C(P(C3C=CC=CC=3)C3C=CC=CC=3)C=2OC2C1=CC=CC=2P(C1C=CC=CC=1)C1C=CC=CC=1.C1(C)C=CC=CC=1. The product is [Br:8][C:5]1[CH:6]=[CH:7][C:2]([N:14]2[CH2:15][CH2:16][CH:11]([N:10]([CH3:17])[CH3:9])[CH2:12][CH2:13]2)=[N:3][CH:4]=1. The yield is 0.950. (6) The reactants are F[C:2]1[CH:7]=[C:6]([CH:8]([CH2:17][C:18](=O)[C:19]([CH3:22])([CH3:21])[CH3:20])[C:9]([C:11]2[CH:16]=[CH:15][CH:14]=[CH:13][CH:12]=2)=O)C=C[N:3]=1.[C:24]([O-:27])(=O)[CH3:25].[NH4+:28].C([O-])(O)=O.[Na+].CCOC(C)=O. The catalyst is C(O)(=O)C. The product is [C:19]([C:18]1[NH:28][C:9]([C:11]2[CH:16]=[CH:15][CH:14]=[CH:13][CH:12]=2)=[C:8]([C:6]2[CH:7]=[CH:2][NH:3][C:24](=[O:27])[CH:25]=2)[CH:17]=1)([CH3:22])([CH3:21])[CH3:20]. The yield is 0.780.